Dataset: Experimentally validated miRNA-target interactions with 360,000+ pairs, plus equal number of negative samples. Task: Binary Classification. Given a miRNA mature sequence and a target amino acid sequence, predict their likelihood of interaction. The miRNA is hsa-miR-4764-5p with sequence UGGAUGUGGAAGGAGUUAUCU. The protein sequence of the target gene is MASITQLFDDLCEALLPAAKTHLGQRSVNRKRAKRSLKKVAYNALFTNLFQDETQQLQPDMSKLPARNKILMLSFDLRVGGLGPKADRLEELVEELEAAPCCPLLEVGSVLDLLVQLAGSGPPQVLPRKRDYFLNNKHVGRNVPYSGYDCDDLSVFEMDVQSLISREECLCHSMIQETLQVMEAAPGTGLPTVGLFSFGDPCGDRFERDTRVSLFGALVHSRTYDMDVRLGLPPVPDNADLSGLAIKVPPSVDQWEDEGFQSASNLTPDSQSEPSVTPDVDLWEAALTYEASKRRCWERV.... Result: 0 (no interaction).